Dataset: Forward reaction prediction with 1.9M reactions from USPTO patents (1976-2016). Task: Predict the product of the given reaction. (1) The product is: [CH3:12][N:13]1[CH2:3][C:1](=[O:2])[N:16]([CH3:17])[C:14]1=[O:15]. Given the reactants [CH:1]([CH:3]=O)=[O:2].C(N(CC)CC)C.[CH3:12][NH:13][C:14]([NH:16][CH3:17])=[O:15], predict the reaction product. (2) Given the reactants CN(C)[CH:3]=[C:4]([C:13]1[CH:18]=[CH:17][N:16]=[C:15]([CH3:19])[CH:14]=1)[C:5]([C:7]1[CH:11]=[CH:10][O:9][C:8]=1[CH3:12])=O.Cl.[CH3:22][CH:23]1[CH2:28][CH2:27][CH2:26][N:25]([C:29](=[NH:31])[NH2:30])[CH2:24]1.CC(C)([O-])C.[K+], predict the reaction product. The product is: [CH3:12][C:8]1[O:9][CH:10]=[CH:11][C:7]=1[C:5]1[C:4]([C:13]2[CH:18]=[CH:17][N:16]=[C:15]([CH3:19])[CH:14]=2)=[CH:3][N:30]=[C:29]([N:25]2[CH2:26][CH2:27][CH2:28][CH:23]([CH3:22])[CH2:24]2)[N:31]=1. (3) Given the reactants O[CH2:2][C:3]([C@H:5]([C@@H:7]([C@@H:9]([CH2:11][OH:12])[OH:10])[OH:8])[OH:6])=O.[Cl-].[CH2:14]([NH3+:21])[C:15]1[CH:20]=[CH:19][CH:18]=[CH:17][CH:16]=1.C(O)C.O.[CH2:26]([NH2:33])[C:27]1[CH:32]=[CH:31][CH:30]=[CH:29][CH:28]=1, predict the reaction product. The product is: [CH2:14]([NH:21][CH:2]1[O:10][C@H:9]([CH2:11][OH:12])[C@@H:7]([OH:8])[C@H:5]([OH:6])[C@@H:3]1[NH:33][CH2:26][C:27]1[CH:32]=[CH:31][CH:30]=[CH:29][CH:28]=1)[C:15]1[CH:20]=[CH:19][CH:18]=[CH:17][CH:16]=1. (4) Given the reactants CC1(C)CCCC(C)(C)N1.C([Li])CCC.[Cl:16][C:17]1[CH:22]=[CH:21][C:20]([CH3:23])=[CH:19][N:18]=1.[C:24](=[O:26])=[O:25], predict the reaction product. The product is: [Cl:16][C:17]1[N:18]=[CH:19][C:20]([CH3:23])=[CH:21][C:22]=1[C:24]([OH:26])=[O:25]. (5) Given the reactants [F:1][C:2]1[CH:3]=[C:4]([CH:8]=[CH:9][CH:10]=1)[C:5]([OH:7])=O.C1N=CN(C(N2C=NC=C2)=O)C=1.[C:23]([O:29][CH2:30][CH3:31])(=[O:28])[CH2:24]C([O-])=O.[K+].[Mg+2].[Cl-].[Cl-], predict the reaction product. The product is: [F:1][C:2]1[CH:3]=[C:4]([C:5](=[O:7])[CH2:24][C:23]([O:29][CH2:30][CH3:31])=[O:28])[CH:8]=[CH:9][CH:10]=1.